This data is from NCI-60 drug combinations with 297,098 pairs across 59 cell lines. The task is: Regression. Given two drug SMILES strings and cell line genomic features, predict the synergy score measuring deviation from expected non-interaction effect. (1) Drug 1: C1=CC(=CC=C1C#N)C(C2=CC=C(C=C2)C#N)N3C=NC=N3. Drug 2: CC1=CC=C(C=C1)C2=CC(=NN2C3=CC=C(C=C3)S(=O)(=O)N)C(F)(F)F. Cell line: NCIH23. Synergy scores: CSS=8.26, Synergy_ZIP=1.47, Synergy_Bliss=3.20, Synergy_Loewe=6.55, Synergy_HSA=3.03. (2) Drug 1: C1=C(C(=O)NC(=O)N1)F. Drug 2: CC1=C2C(C(=O)C3(C(CC4C(C3C(C(C2(C)C)(CC1OC(=O)C(C(C5=CC=CC=C5)NC(=O)OC(C)(C)C)O)O)OC(=O)C6=CC=CC=C6)(CO4)OC(=O)C)O)C)O. Cell line: OVCAR-4. Synergy scores: CSS=46.8, Synergy_ZIP=-7.43, Synergy_Bliss=-6.44, Synergy_Loewe=-1.39, Synergy_HSA=0.337. (3) Drug 1: CNC(=O)C1=CC=CC=C1SC2=CC3=C(C=C2)C(=NN3)C=CC4=CC=CC=N4. Drug 2: CC=C1C(=O)NC(C(=O)OC2CC(=O)NC(C(=O)NC(CSSCCC=C2)C(=O)N1)C(C)C)C(C)C. Synergy scores: CSS=90.6, Synergy_ZIP=-3.64, Synergy_Bliss=-5.25, Synergy_Loewe=-6.16, Synergy_HSA=-3.16. Cell line: SR. (4) Drug 1: CC(C1=C(C=CC(=C1Cl)F)Cl)OC2=C(N=CC(=C2)C3=CN(N=C3)C4CCNCC4)N. Drug 2: CC1CCC2CC(C(=CC=CC=CC(CC(C(=O)C(C(C(=CC(C(=O)CC(OC(=O)C3CCCCN3C(=O)C(=O)C1(O2)O)C(C)CC4CCC(C(C4)OC)OCCO)C)C)O)OC)C)C)C)OC. Cell line: SNB-75. Synergy scores: CSS=10.2, Synergy_ZIP=-4.73, Synergy_Bliss=-1.83, Synergy_Loewe=-4.38, Synergy_HSA=-1.57. (5) Drug 1: CN(C(=O)NC(C=O)C(C(C(CO)O)O)O)N=O. Drug 2: CC1C(C(CC(O1)OC2CC(CC3=C2C(=C4C(=C3O)C(=O)C5=CC=CC=C5C4=O)O)(C(=O)C)O)N)O. Cell line: UACC62. Synergy scores: CSS=59.3, Synergy_ZIP=-7.26, Synergy_Bliss=-7.75, Synergy_Loewe=-28.3, Synergy_HSA=-3.63. (6) Drug 1: CCCCCOC(=O)NC1=NC(=O)N(C=C1F)C2C(C(C(O2)C)O)O. Drug 2: CC1C(C(CC(O1)OC2CC(CC3=C2C(=C4C(=C3O)C(=O)C5=C(C4=O)C(=CC=C5)OC)O)(C(=O)CO)O)N)O.Cl. Cell line: NCI-H226. Synergy scores: CSS=2.71, Synergy_ZIP=-2.76, Synergy_Bliss=-0.529, Synergy_Loewe=-12.5, Synergy_HSA=-1.36.